From a dataset of NCI-60 drug combinations with 297,098 pairs across 59 cell lines. Regression. Given two drug SMILES strings and cell line genomic features, predict the synergy score measuring deviation from expected non-interaction effect. (1) Synergy scores: CSS=34.0, Synergy_ZIP=4.89, Synergy_Bliss=1.07, Synergy_Loewe=-0.136, Synergy_HSA=2.86. Drug 2: C1=C(C(=O)NC(=O)N1)F. Drug 1: C1CCC(CC1)NC(=O)N(CCCl)N=O. Cell line: MOLT-4. (2) Drug 1: C1=CC(=CC=C1C#N)C(C2=CC=C(C=C2)C#N)N3C=NC=N3. Drug 2: C1C(C(OC1N2C=NC(=NC2=O)N)CO)O. Cell line: HCC-2998. Synergy scores: CSS=16.9, Synergy_ZIP=-3.46, Synergy_Bliss=-4.77, Synergy_Loewe=-3.31, Synergy_HSA=-2.92.